Predict the product of the given reaction. From a dataset of Forward reaction prediction with 1.9M reactions from USPTO patents (1976-2016). (1) Given the reactants [CH3:1][CH:2]([C:4]1[N:8]([CH2:9][CH2:10][C@@H:11]([OH:19])[CH2:12][C@@H:13]([OH:18])[CH2:14][C:15]([O-:17])=[O:16])[C:7]([C:20]2[CH:21]=[CH:22][C:23]([F:26])=[CH:24][CH:25]=2)=[C:6]([C:27]2[CH:28]=[CH:29][CH:30]=[CH:31][CH:32]=2)[C:5]=1[C:33]([NH:35][C:36]1[CH:37]=[CH:38][CH:39]=[CH:40][CH:41]=1)=[O:34])[CH3:3].[CH3:3][CH:2]([C:4]1[N:8]([CH2:9][CH2:10][C@@H:11]([OH:19])[CH2:12][C@@H:13]([OH:18])[CH2:14][C:15]([O-:17])=[O:16])[C:7]([C:20]2[CH:25]=[CH:24][C:23]([F:26])=[CH:22][CH:21]=2)=[C:6]([C:27]2[CH:32]=[CH:31][CH:30]=[CH:29][CH:28]=2)[C:5]=1[C:33]([NH:35][C:36]1[CH:41]=[CH:40][CH:39]=[CH:38][CH:37]=1)=[O:34])[CH3:1].[Ca+2].CCCCCCC.CC(O)C, predict the reaction product. The product is: [CH3:3][CH:2]([C:4]1[N:8]([CH2:9][CH2:10][C@@H:11]([OH:19])[CH2:12][C@@H:13]([OH:18])[CH2:14][C:15]([OH:17])=[O:16])[C:7]([C:20]2[CH:25]=[CH:24][C:23]([F:26])=[CH:22][CH:21]=2)=[C:6]([C:27]2[CH:32]=[CH:31][CH:30]=[CH:29][CH:28]=2)[C:5]=1[C:33]([NH:35][C:36]1[CH:41]=[CH:40][CH:39]=[CH:38][CH:37]=1)=[O:34])[CH3:1]. (2) Given the reactants [CH2:1]([O:8][C:9]1[CH:14]=[CH:13][C:12]([C:15](=O)[CH3:16])=[C:11]([Cl:18])[CH:10]=1)[C:2]1[CH:7]=[CH:6][CH:5]=[CH:4][CH:3]=1.C1(C)C=CC(S(O)(=O)=O)=CC=1.[NH2:30][CH2:31][C:32]([O:34][C:35]([CH3:38])([CH3:37])[CH3:36])=[O:33], predict the reaction product. The product is: [CH2:1]([O:8][C:9]1[CH:14]=[CH:13][C:12]([CH:15]([NH:30][CH2:31][C:32]([O:34][C:35]([CH3:38])([CH3:37])[CH3:36])=[O:33])[CH3:16])=[C:11]([Cl:18])[CH:10]=1)[C:2]1[CH:7]=[CH:6][CH:5]=[CH:4][CH:3]=1. (3) Given the reactants [CH3:1][O:2][C:3]1[C:7]([O:8][CH3:9])=[CH:6][S:5][CH:4]=1.[CH2:10](O)[C@@H:11](O)[CH2:12][CH2:13][CH2:14][CH2:15]CC, predict the reaction product. The product is: [CH2:10]([CH:1]1[O:2][C:3]2=[CH:4][S:5][CH:6]=[C:7]2[O:8][CH2:9]1)[CH2:11][CH2:12][CH2:13][CH2:14][CH3:15]. (4) Given the reactants [CH2:1]([C:3]1[N:8]=[C:7]([NH2:9])[CH:6]=[CH:5][C:4]=1I)[CH3:2].[CH3:11][Si:12]([CH3:16])([CH3:15])[C:13]#[CH:14].C(N(CC)CC)C, predict the reaction product. The product is: [CH2:1]([C:3]1[N:8]=[C:7]([NH2:9])[CH:6]=[CH:5][C:4]=1[C:14]#[C:13][Si:12]([CH3:16])([CH3:15])[CH3:11])[CH3:2]. (5) The product is: [CH3:15][N:16]1[CH2:22][C@@H:21]([CH3:23])[C:20]2[C:24]([Cl:29])=[C:25]([Cl:28])[CH:26]=[CH:27][C:19]=2[CH2:18][CH2:17]1. Given the reactants ClC1C=CC2CCNC[C@@H](C)C=2C=1Cl.[CH3:15][N:16]1[CH2:22][C@H:21]([CH3:23])[C:20]2[C:24]([Cl:29])=[C:25]([Cl:28])[CH:26]=[CH:27][C:19]=2[CH2:18][CH2:17]1, predict the reaction product. (6) Given the reactants [CH2:1]([O:5][C:6]([C:8]1[C:9]([OH:19])=[C:10]2[C:17]([CH3:18])=[N:16][S:15][C:11]2=[C:12](Br)[N:13]=1)=[O:7])[CH2:2][CH2:3][CH3:4].[CH3:20][Si:21]([C:24]#[CH:25])([CH3:23])[CH3:22], predict the reaction product. The product is: [CH2:1]([O:5][C:6]([C:8]1[C:9]([OH:19])=[C:10]2[C:17]([CH3:18])=[N:16][S:15][C:11]2=[C:12]([C:25]#[C:24][Si:21]([CH3:23])([CH3:22])[CH3:20])[N:13]=1)=[O:7])[CH2:2][CH2:3][CH3:4]. (7) Given the reactants F[C:2]1[CH:3]=[C:4]([CH:8]=[CH:9][C:10]=1[C:11]([F:14])([F:13])[F:12])[C:5](O)=[O:6].[CH3:15][O-:16].[Na+].Cl, predict the reaction product. The product is: [CH3:15][O:16][C:2]1[CH:3]=[C:4]([CH:8]=[CH:9][C:10]=1[C:11]([F:14])([F:13])[F:12])[CH:5]=[O:6].